From a dataset of Catalyst prediction with 721,799 reactions and 888 catalyst types from USPTO. Predict which catalyst facilitates the given reaction. (1) Reactant: [NH2:1][CH2:2][C:3]1[CH:4]=[CH:5][C:6]([Cl:25])=[C:7]([C:9]2[NH:13][C:12](=[O:14])[N:11]([C:15]3[CH:20]=[CH:19][C:18]([C:21]([F:24])([F:23])[F:22])=[CH:17][CH:16]=3)[N:10]=2)[CH:8]=1.[CH3:26][N:27]1[CH:31]=[CH:30][N:29]=[C:28]1[C:32](Cl)=[O:33].CCN(C(C)C)C(C)C. Product: [Cl:25][C:6]1[CH:5]=[CH:4][C:3]([CH2:2][NH:1][C:32]([C:28]2[N:27]([CH3:26])[CH:31]=[CH:30][N:29]=2)=[O:33])=[CH:8][C:7]=1[C:9]1[NH:13][C:12](=[O:14])[N:11]([C:15]2[CH:16]=[CH:17][C:18]([C:21]([F:24])([F:23])[F:22])=[CH:19][CH:20]=2)[N:10]=1. The catalyst class is: 1. (2) Reactant: C([N-]C(C)C)(C)C.[Li+].[Cl:9][C:10]1[N:11]=[CH:12][CH:13]=[C:14]2[C:19]=1[N:18]=[CH:17][C:16]([O:20][CH2:21][C:22]#[CH:23])=[CH:15]2.[O-]S([C:28]([F:31])([F:30])[F:29])(=O)=O.[F:29][C:28]([F:31])([F:30])[S+]1C2C=CC=CC=2C2C=CC=CC1=2. Product: [Cl:9][C:10]1[N:11]=[CH:12][CH:13]=[C:14]2[C:19]=1[N:18]=[CH:17][C:16]([O:20][CH2:21][C:22]#[C:23][C:28]([F:31])([F:30])[F:29])=[CH:15]2. The catalyst class is: 1. (3) Reactant: [CH3:1][C:2]([C:5]([C:7]1[CH:12]=[C:11]([C:13](OC)=O)[CH:10]=[CH:9][C:8]=1[C:17]1[CH:22]=[C:21]([O:23][CH3:24])[CH:20]=[CH:19][C:18]=1[F:25])=[CH2:6])([CH3:4])[CH3:3].CN(C=O)C.S(Cl)([Cl:33])=O. Product: [Cl:33][CH2:13][C:11]1[CH:10]=[CH:9][C:8]([C:17]2[CH:22]=[C:21]([O:23][CH3:24])[CH:20]=[CH:19][C:18]=2[F:25])=[C:7]([C:5]([C:2]([CH3:4])([CH3:3])[CH3:1])=[CH2:6])[CH:12]=1. The catalyst class is: 2.